From a dataset of Catalyst prediction with 721,799 reactions and 888 catalyst types from USPTO. Predict which catalyst facilitates the given reaction. (1) Reactant: Cl.C[O:3][C:4]([C:8]1[S:9][C:10]([C:13]2([OH:22])[CH2:18][CH2:17][CH2:16][N:15]3[CH:19]=[N:20][CH:21]=[C:14]23)=[CH:11][N:12]=1)(OC)[CH3:5].C(=O)([O-])[O-].[Na+].[Na+]. Product: [OH:22][C:13]1([C:10]2[S:9][C:8]([C:4](=[O:3])[CH3:5])=[N:12][CH:11]=2)[CH2:18][CH2:17][CH2:16][N:15]2[CH:19]=[N:20][CH:21]=[C:14]12. The catalyst class is: 95. (2) Reactant: [Br:1][C:2]1[CH:14]=[CH:13][C:12]2[C:11]3[C:6](=[CH:7][C:8]([Br:15])=[CH:9][CH:10]=3)[C:5](=O)[C:4]=2[CH:3]=1.[CH2:17]([SH:21])[CH2:18][CH2:19][SH:20].B(F)(F)F.CCOCC. Product: [Br:1][C:2]1[CH:14]=[CH:13][C:12]2[C:11]3[C:6](=[CH:7][C:8]([Br:15])=[CH:9][CH:10]=3)[C:5]3([S:21][CH2:17][CH2:18][CH2:19][S:20]3)[C:4]=2[CH:3]=1. The catalyst class is: 2.